Task: Predict which catalyst facilitates the given reaction.. Dataset: Catalyst prediction with 721,799 reactions and 888 catalyst types from USPTO (1) Reactant: Br[C:2]1[CH:7]=[CH:6][C:5]2[O:8][CH2:9][O:10][C:4]=2[CH:3]=1.C([Li])CCC.[I:16]I. Product: [I:16][C:2]1[CH:7]=[CH:6][C:5]2[O:8][CH2:9][O:10][C:4]=2[CH:3]=1. The catalyst class is: 1. (2) Reactant: [C:1]1([NH2:8])[CH:6]=[CH:5][CH:4]=[C:3]([NH2:7])[CH:2]=1.[CH3:9][CH2:10][O:11][C:12]([CH2:14][C:15]([C:17](OCC)=O)=O)=[O:13].P(Cl)(Cl)([Cl:24])=O.[OH-].[Na+]. Product: [NH2:7][C:3]1[CH:2]=[C:1]2[C:6]([C:14]([C:12]([O:11][CH2:10][CH3:9])=[O:13])=[CH:15][C:17]([Cl:24])=[N:8]2)=[CH:5][CH:4]=1. The catalyst class is: 22. (3) Reactant: [CH3:1][O:2][C:3](=[O:11])[CH2:4][CH2:5][CH2:6][CH2:7][C:8](Cl)=[O:9].O[NH:13][C:14](=[NH:23])[C:15]1[CH:20]=[CH:19][CH:18]=[CH:17][C:16]=1[O:21][CH3:22]. Product: [CH3:1][O:2][C:3](=[O:11])[CH2:4][CH2:5][CH2:6][CH2:7][C:8]1[O:9][N:23]=[C:14]([C:15]2[CH:20]=[CH:19][CH:18]=[CH:17][C:16]=2[O:21][CH3:22])[N:13]=1. The catalyst class is: 228. (4) Reactant: [OH-:1].[Na+].[Cl:3][C:4]1[N:13]=[C:12](Cl)[C:11]2[C:6](=[CH:7][C:8]([Cl:15])=[CH:9][CH:10]=2)[N:5]=1. Product: [Cl:3][C:4]1[NH:13][C:12](=[O:1])[C:11]2[C:6](=[CH:7][C:8]([Cl:15])=[CH:9][CH:10]=2)[N:5]=1. The catalyst class is: 1. (5) The catalyst class is: 4. Reactant: [NH2:1][C:2]1[CH:3]=[CH:4][CH:5]=[C:6]2[C:10]=1[NH:9][CH:8]=[CH:7]2.[CH3:11][S:12](Cl)(=[O:14])=[O:13].N1C=CC=CC=1. Product: [NH:9]1[C:10]2[C:6](=[CH:5][CH:4]=[CH:3][C:2]=2[NH:1][S:12]([CH3:11])(=[O:14])=[O:13])[CH:7]=[CH:8]1. (6) Reactant: [F:1][C:2]1[C:28]([O:29][CH3:30])=[CH:27][C:26]([O:31][CH3:32])=[C:25]([F:33])[C:3]=1[CH2:4][O:5][C:6]1[CH:7]=[N:8][C:9]([NH:12][C:13]2[CH:17]=[C:16](CCS([O-])(=O)=O)[N:15]([CH3:24])[N:14]=2)=[N:10][CH:11]=1.[CH3:34][N:35]1[CH2:39][CH2:38][CH2:37][C:36]1=O.[CH3:41][N:42]1CCNCC1. Product: [F:33][C:25]1[C:26]([O:31][CH3:32])=[CH:27][C:28]([O:29][CH3:30])=[C:2]([F:1])[C:3]=1[CH2:4][O:5][C:6]1[CH:7]=[N:8][C:9]([NH:12][C:13]2[CH:17]=[C:16]([CH2:34][N:35]3[CH2:39][CH2:38][N:42]([CH3:41])[CH2:37][CH2:36]3)[N:15]([CH3:24])[N:14]=2)=[N:10][CH:11]=1. The catalyst class is: 6. (7) Reactant: FC(F)(F)C([O-])=O.[NH:8]1[CH2:11][CH:10]([NH:12][C:13]2[CH:14]=[C:15]3[C:20](=[CH:21][C:22]=2[O:23][CH3:24])[N:19]=[CH:18][N:17]=[C:16]3[NH:25][C:26]2[CH:31]=[CH:30][C:29]([F:32])=[C:28]([Cl:33])[CH:27]=2)[CH2:9]1.[C:34](Cl)(=[O:37])[CH:35]=[CH2:36].C([O-])(O)=O.[Na+]. Product: [C:34]([N:8]1[CH2:9][CH:10]([NH:12][C:13]2[CH:14]=[C:15]3[C:20](=[CH:21][C:22]=2[O:23][CH3:24])[N:19]=[CH:18][N:17]=[C:16]3[NH:25][C:26]2[CH:31]=[CH:30][C:29]([F:32])=[C:28]([Cl:33])[CH:27]=2)[CH2:11]1)(=[O:37])[CH:35]=[CH2:36]. The catalyst class is: 571.